From a dataset of Forward reaction prediction with 1.9M reactions from USPTO patents (1976-2016). Predict the product of the given reaction. (1) Given the reactants [CH2:1]([O:3][C:4]([C:6]1[NH:7][C:8]2[C:13]([CH:14]=1)=[CH:12][C:11]([OH:15])=[CH:10][CH:9]=2)=[O:5])[CH3:2].Cl[CH2:17][C:18]([N:20]([CH2:23][CH3:24])[CH2:21][CH3:22])=[O:19].C(=O)([O-])[O-].[Cs+].[Cs+], predict the reaction product. The product is: [CH2:1]([O:3][C:4]([C:6]1[NH:7][C:8]2[C:13]([CH:14]=1)=[CH:12][C:11]([O:15][CH2:17][C:18](=[O:19])[N:20]([CH2:23][CH3:24])[CH2:21][CH3:22])=[CH:10][CH:9]=2)=[O:5])[CH3:2]. (2) Given the reactants Cl.Cl.[NH2:3][C@@H:4]([C:8]1[CH:13]=[CH:12][C:11]([O:14][CH2:15][C:16]([F:19])([F:18])[F:17])=[CH:10][N:9]=1)[CH2:5][CH2:6][OH:7].[CH:20]1([C:23]2[CH:28]=[CH:27][C:26]([CH2:29][C:30](O)=[O:31])=[CH:25][CH:24]=2)[CH2:22][CH2:21]1.C(Cl)CCl.ON1C2N=CC=CC=2N=N1.C(N(C(C)C)CC)(C)C, predict the reaction product. The product is: [CH:20]1([C:23]2[CH:24]=[CH:25][C:26]([CH2:29][C:30]([NH:3][C@@H:4]([C:8]3[CH:13]=[CH:12][C:11]([O:14][CH2:15][C:16]([F:19])([F:17])[F:18])=[CH:10][N:9]=3)[CH2:5][CH2:6][OH:7])=[O:31])=[CH:27][CH:28]=2)[CH2:22][CH2:21]1. (3) Given the reactants Cl[C:2]1[CH:7]=[C:6]([Cl:8])[N:5]=[C:4]([NH2:9])[N:3]=1.[CH3:10][C:11]([NH2:14])([CH3:13])[CH3:12].C(N(CC)CC)C, predict the reaction product. The product is: [Cl:8][C:6]1[N:5]=[C:4]([NH2:9])[N:3]=[C:2]([NH:14][C:11]([CH3:13])([CH3:12])[CH3:10])[CH:7]=1. (4) Given the reactants C([O:8][C:9]1[CH:14]=[CH:13][C:12]([N:15]2[CH2:19][C@H:18]([CH2:20][OH:21])[O:17][C:16]2=[O:22])=[CH:11][C:10]=1[F:23])C1C=CC=CC=1, predict the reaction product. The product is: [F:23][C:10]1[CH:11]=[C:12]([N:15]2[CH2:19][C@H:18]([CH2:20][OH:21])[O:17][C:16]2=[O:22])[CH:13]=[CH:14][C:9]=1[OH:8]. (5) Given the reactants [CH2:1]([O:3][C:4](=[O:18])[CH:5]([O:15][CH2:16][CH3:17])[CH2:6][C:7]1[CH:12]=[CH:11][C:10]([OH:13])=[C:9]([CH3:14])[CH:8]=1)[CH3:2].Cl[CH2:20][C:21]1[N:22]=[C:23]([C:26]2[CH:31]=[CH:30][C:29]([C:32]([F:35])([F:34])[F:33])=[CH:28][CH:27]=2)[S:24][CH:25]=1.FC(F)(F)C1C=CC(C(N)=S)=CC=1.ClCC(CCl)=O.C(=O)([O-])[O-].[Cs+].[Cs+], predict the reaction product. The product is: [CH2:1]([O:3][C:4](=[O:18])[CH:5]([O:15][CH2:16][CH3:17])[CH2:6][C:7]1[CH:12]=[CH:11][C:10]([O:13][CH2:20][C:21]2[N:22]=[C:23]([C:26]3[CH:27]=[CH:28][C:29]([C:32]([F:35])([F:33])[F:34])=[CH:30][CH:31]=3)[S:24][CH:25]=2)=[C:9]([CH3:14])[CH:8]=1)[CH3:2]. (6) Given the reactants [F:1][C:2]1[N:7]=[CH:6][C:5]([OH:8])=[C:4]([I:9])[CH:3]=1.[H-].[Na+].Br[CH2:13][CH2:14][O:15][CH:16]1[CH2:21][CH2:20][CH2:19][CH2:18][O:17]1, predict the reaction product. The product is: [F:1][C:2]1[CH:3]=[C:4]([I:9])[C:5]([O:8][CH2:13][CH2:14][O:15][CH:16]2[CH2:21][CH2:20][CH2:19][CH2:18][O:17]2)=[CH:6][N:7]=1.